This data is from Forward reaction prediction with 1.9M reactions from USPTO patents (1976-2016). The task is: Predict the product of the given reaction. (1) Given the reactants [F-].C([N+](CCCC)(CCCC)CCCC)CCC.[N+:19]([C:22]1[CH:27]=[CH:26][C:25]([C:28]2[CH:36]=[C:35]3[C:31]([C:32]([NH:45][C:46](=[O:50])[CH2:47][CH2:48][CH3:49])=[N:33][N:34]3COCC[Si](C)(C)C)=[CH:30][CH:29]=2)=[CH:24][CH:23]=1)([O-:21])=[O:20].C(OCC)(=O)C.C(=O)([O-])O.[Na+], predict the reaction product. The product is: [N+:19]([C:22]1[CH:23]=[CH:24][C:25]([C:28]2[CH:36]=[C:35]3[C:31]([C:32]([NH:45][C:46](=[O:50])[CH2:47][CH2:48][CH3:49])=[N:33][NH:34]3)=[CH:30][CH:29]=2)=[CH:26][CH:27]=1)([O-:21])=[O:20]. (2) Given the reactants [C:1]([C:5]1[CH:10]=[CH:9][C:8]([N:11]2[C:15]([OH:16])=[C:14]([C:17](=O)[CH3:18])[C:13]([CH3:20])=[N:12]2)=[CH:7][CH:6]=1)([CH3:4])([CH3:3])[CH3:2].[CH3:21][O:22][C:23]([C:25]1[CH:34]=[CH:33][C:28]([C:29]([NH:31][NH2:32])=[O:30])=[CH:27][C:26]=1[N+:35]([O-:37])=[O:36])=[O:24], predict the reaction product. The product is: [C:1]([C:5]1[CH:10]=[CH:9][C:8]([N:11]2[C:15](=[O:16])[C:14](=[C:17]([NH:32][NH:31][C:29](=[O:30])[C:28]3[CH:33]=[CH:34][C:25]([C:23]([O:22][CH3:21])=[O:24])=[C:26]([N+:35]([O-:37])=[O:36])[CH:27]=3)[CH3:18])[C:13]([CH3:20])=[N:12]2)=[CH:7][CH:6]=1)([CH3:4])([CH3:3])[CH3:2]. (3) The product is: [CH3:1][C:2]1[CH:10]=[C:9]([CH3:11])[C:8]([C:12](=[O:15])[CH2:13][CH3:14])=[CH:7][C:3]=1[C:4]([O:6][CH3:21])=[O:5]. Given the reactants [CH3:1][C:2]1[CH:10]=[C:9]([CH3:11])[C:8]([C:12](=[O:15])[CH2:13][CH3:14])=[CH:7][C:3]=1[C:4]([OH:6])=[O:5].S(=O)(=O)(O)O.[CH3:21]O, predict the reaction product. (4) Given the reactants C(CCC1C=CC([C:12]2[C:13]([CH3:43])([CH3:42])[C@H:14]3[C@:27]([CH3:30])([CH2:28][CH:29]=2)[C@@H:26]2[C@:17]([CH3:41])([C@@:18]4([CH3:40])[C@H:23]([CH2:24][CH2:25]2)[C@H:22]2[C@H:31]([C:34]([CH3:36])=[CH2:35])[CH2:32][CH2:33][C@:21]2([C:37]([OH:39])=[O:38])[CH2:20][CH2:19]4)[CH2:16][CH2:15]3)=CC=1)(O)=O.[OH:44][C:45]1[CH:50]=[CH:49][C:48](B(O)O)=[CH:47][CH:46]=1.B(O)O, predict the reaction product. The product is: [OH:44][C:45]1[CH:50]=[CH:49][C:48]([C:12]2[C:13]([CH3:43])([CH3:42])[C@H:14]3[C@:27]([CH3:30])([CH2:28][CH:29]=2)[C@@H:26]2[C@:17]([CH3:41])([C@@:18]4([CH3:40])[C@H:23]([CH2:24][CH2:25]2)[C@H:22]2[C@H:31]([C:34]([CH3:36])=[CH2:35])[CH2:32][CH2:33][C@:21]2([C:37]([OH:39])=[O:38])[CH2:20][CH2:19]4)[CH2:16][CH2:15]3)=[CH:47][CH:46]=1. (5) Given the reactants [Si:1]([O:8][CH2:9][CH2:10][CH2:11][CH2:12][NH:13][C:14]1[C:23]2[C:18](=[CH:19][CH:20]=[CH:21][CH:22]=2)[N:17]=[CH:16][C:15]=1[NH2:24])([C:4]([CH3:7])([CH3:6])[CH3:5])([CH3:3])[CH3:2].[CH:25](OCC)(OCC)OCC, predict the reaction product. The product is: [Si:1]([O:8][CH2:9][CH2:10][CH2:11][CH2:12][N:13]1[C:14]2[C:23]3[CH:22]=[CH:21][CH:20]=[CH:19][C:18]=3[N:17]=[CH:16][C:15]=2[N:24]=[CH:25]1)([C:4]([CH3:7])([CH3:6])[CH3:5])([CH3:3])[CH3:2]. (6) Given the reactants [C:1]([CH:4]1[CH2:29][CH2:28][C:7]2([CH2:12][CH2:11][N:10]([C:13]3[CH:18]=[CH:17][CH:16]=[CH:15][C:14]=3/[CH:19]=[CH:20]/[C:21]([O:23]C(C)(C)C)=[O:22])[CH2:9][CH2:8]2)[CH2:6][CH2:5]1)(=[O:3])[NH2:2].FC(F)(F)C(O)=O, predict the reaction product. The product is: [C:1]([CH:4]1[CH2:29][CH2:28][C:7]2([CH2:8][CH2:9][N:10]([C:13]3[CH:18]=[CH:17][CH:16]=[CH:15][C:14]=3/[CH:19]=[CH:20]/[C:21]([OH:23])=[O:22])[CH2:11][CH2:12]2)[CH2:6][CH2:5]1)(=[O:3])[NH2:2]. (7) Given the reactants [CH3:1][S:2]([OH:5])(=[O:4])=[O:3].C1(P(C2C=CC=CC=2)C2C=CC=CC=2)C=CC=CC=1.[C:25]1([S:31]([N:34]2[CH2:42][C@H:41](O)[CH2:40][C@H:35]2[C:36]([O:38][CH3:39])=[O:37])(=[O:33])=[O:32])[CH:30]=[CH:29][CH:28]=[CH:27][CH:26]=1.C(N(CC)CC)C, predict the reaction product. The product is: [C:25]1([S:31]([N:34]2[CH2:42][C@@H:41]([O:3][S:2]([CH3:1])(=[O:5])=[O:4])[CH2:40][C@H:35]2[C:36]([O:38][CH3:39])=[O:37])(=[O:33])=[O:32])[CH:26]=[CH:27][CH:28]=[CH:29][CH:30]=1.